Task: Predict the reactants needed to synthesize the given product.. Dataset: Full USPTO retrosynthesis dataset with 1.9M reactions from patents (1976-2016) Given the product [F:59][C:60]1[CH:61]=[C:62]([CH:65]=[CH:66][CH:67]=1)[CH2:63][NH:64][C:8](=[O:10])[CH2:7][C:4]1[CH:3]=[CH:2][C:1]([C:11]2[CH:16]=[CH:15][CH:14]=[CH:13][CH:12]=2)=[CH:6][CH:5]=1, predict the reactants needed to synthesize it. The reactants are: [C:1]1([C:11]2[CH:16]=[CH:15][CH:14]=[CH:13][CH:12]=2)[CH:6]=[CH:5][C:4]([CH2:7][C:8]([OH:10])=O)=[CH:3][CH:2]=1.CCN(C(C)C)C(C)C.C1CN([P+](ON2N=NC3C=CC=CC2=3)(N2CCCC2)N2CCCC2)CC1.F[P-](F)(F)(F)(F)F.[F:59][C:60]1[CH:61]=[C:62]([CH:65]=[CH:66][CH:67]=1)[CH2:63][NH2:64].Cl.